Dataset: Full USPTO retrosynthesis dataset with 1.9M reactions from patents (1976-2016). Task: Predict the reactants needed to synthesize the given product. (1) Given the product [C:18]([C:16]1[CH:17]=[C:12]([NH:11][C:2](=[O:3])[O:4][C:5]2[CH:10]=[CH:9][CH:8]=[CH:7][CH:6]=2)[CH:13]=[C:14]([NH:22][S:23]([CH3:26])(=[O:24])=[O:25])[CH:15]=1)([CH3:21])([CH3:19])[CH3:20], predict the reactants needed to synthesize it. The reactants are: Cl[C:2]([O:4][C:5]1[CH:10]=[CH:9][CH:8]=[CH:7][CH:6]=1)=[O:3].[NH2:11][C:12]1[CH:13]=[C:14]([NH:22][S:23]([CH3:26])(=[O:25])=[O:24])[CH:15]=[C:16]([C:18]([CH3:21])([CH3:20])[CH3:19])[CH:17]=1.C([O-])(O)=O.[Na+]. (2) The reactants are: C1C2C(COC(=O)N[C@H](C([N:25]3[C:29]4=[N:30][CH:31]=[C:32](Br)[CH:33]=[C:28]4[C:27]([C@@H:35]([C:37]4[C:42]([Cl:43])=[CH:41][CH:40]=[C:39]([F:44])[C:38]=4[Cl:45])[CH3:36])=[CH:26]3)=O)CC(C)C)C3C(=CC=CC=3)C=2C=CC=1.C(OC([N:54]1[CH2:59][CH2:58][N:57]([C:60](=[O:76])[C:61]2[CH:66]=[CH:65][C:64](B3OC(C)(C)C(C)(C)O3)=[CH:63][CH:62]=2)[CH2:56][CH2:55]1)=O)(C)(C)C. Given the product [Cl:45][C:38]1[C:39]([F:44])=[CH:40][CH:41]=[C:42]([Cl:43])[C:37]=1[C@H:35]([C:27]1[C:28]2[C:29](=[N:30][CH:31]=[C:32]([C:64]3[CH:63]=[CH:62][C:61]([C:60]([N:57]4[CH2:58][CH2:59][NH:54][CH2:55][CH2:56]4)=[O:76])=[CH:66][CH:65]=3)[CH:33]=2)[NH:25][CH:26]=1)[CH3:36], predict the reactants needed to synthesize it. (3) Given the product [F:12][C:13]([F:21])([F:22])[C:14]1[CH:15]=[C:16]([CH:18]=[CH:19][CH:20]=1)[NH:17][CH2:10][C:3]1[C:4]([CH3:9])([CH3:8])[CH2:5][CH2:6][CH2:7][C:2]=1[CH3:1], predict the reactants needed to synthesize it. The reactants are: [CH3:1][C:2]1[CH2:7][CH2:6][CH2:5][C:4]([CH3:9])([CH3:8])[C:3]=1[CH:10]=O.[F:12][C:13]([F:22])([F:21])[C:14]1[CH:15]=[C:16]([CH:18]=[CH:19][CH:20]=1)[NH2:17].C(O)(=O)C.C([BH3-])#N.[Na+]. (4) The reactants are: [OH:1][C@:2]1([C:18]#[C:19][CH3:20])[C@H:6]([OH:7])[C@@H:5]([CH2:8][OH:9])[O:4][C@H:3]1[N:10]1[CH:15]=[CH:14][C:13](=[O:16])[NH:12][C:11]1=[O:17].C([Mg]Cl)(C)(C)C.FC1C(F)=C(F)C(F)=C(F)C=1O[C:31]1[CH:48]=[CH:47][CH:46]=[CH:45][C:32]=1[O:33][P:34](=[N:36][C@@H:37]([CH3:44])[C:38]([O:40][CH:41]([CH3:43])[CH3:42])=[O:39])=[O:35]. Given the product [O:17]=[C:11]1[NH:12][C:13](=[O:16])[CH:14]=[CH:15][N:10]1[C@@H:3]1[O:4][C@H:5]([CH2:8][O:9][C:45]2[CH:46]=[CH:47][CH:48]=[CH:31][C:32]=2[O:33][P:34](=[N:36][C@@H:37]([CH3:44])[C:38]([O:40][CH:41]([CH3:43])[CH3:42])=[O:39])=[O:35])[C@@H:6]([OH:7])[C@:2]1([OH:1])[C:18]#[C:19][CH3:20], predict the reactants needed to synthesize it.